This data is from Full USPTO retrosynthesis dataset with 1.9M reactions from patents (1976-2016). The task is: Predict the reactants needed to synthesize the given product. Given the product [F:38][C:39]1[CH:40]=[C:41]([NH:42][C:13]([CH:10]2[CH2:11][CH2:12][N:8]([C:5]3[CH:4]=[CH:3][C:2]([F:1])=[CH:7][CH:6]=3)[C:9]2=[O:16])=[O:15])[CH:43]=[CH:44][C:45]=1[O:46][C:47]1[CH:52]=[CH:51][N:50]=[C:49]2[CH:53]=[CH:54][S:55][C:48]=12, predict the reactants needed to synthesize it. The reactants are: [F:1][C:2]1[CH:7]=[CH:6][C:5]([N:8]2[CH2:12][CH2:11][CH:10]([C:13]([OH:15])=O)[C:9]2=[O:16])=[CH:4][CH:3]=1.CCN=C=NCCCN(C)C.C1C=CC2N(O)N=NC=2C=1.[F:38][C:39]1[CH:40]=[C:41]([CH:43]=[CH:44][C:45]=1[O:46][C:47]1[CH:52]=[CH:51][N:50]=[C:49]2[CH:53]=[CH:54][S:55][C:48]=12)[NH2:42].CCN(CC)CC.